From a dataset of Peptide-MHC class II binding affinity with 134,281 pairs from IEDB. Regression. Given a peptide amino acid sequence and an MHC pseudo amino acid sequence, predict their binding affinity value. This is MHC class II binding data. (1) The peptide sequence is GELQIVDKIFAAFKI. The MHC is DRB5_0101 with pseudo-sequence DRB5_0101. The binding affinity (normalized) is 0.596. (2) The MHC is DRB4_0103 with pseudo-sequence DRB4_0103. The peptide sequence is IGCAMLHWSLILPGI. The binding affinity (normalized) is 0. (3) The peptide sequence is VHAVKPVTEEPGMAK. The MHC is DRB1_0301 with pseudo-sequence DRB1_0301. The binding affinity (normalized) is 0. (4) The peptide sequence is GVTVKDVTITAPGDS. The MHC is HLA-DPA10201-DPB10101 with pseudo-sequence HLA-DPA10201-DPB10101. The binding affinity (normalized) is 0.156. (5) The peptide sequence is MKGGVNTFLIRVSDV. The MHC is DRB1_0101 with pseudo-sequence DRB1_0101. The binding affinity (normalized) is 0.459. (6) The MHC is DRB1_0301 with pseudo-sequence DRB1_0301. The peptide sequence is TAAVELARALVRAVA. The binding affinity (normalized) is 0.725. (7) The peptide sequence is AAGTEISLDLLDPIY. The MHC is HLA-DQA10101-DQB10501 with pseudo-sequence HLA-DQA10101-DQB10501. The binding affinity (normalized) is 0.527.